This data is from Catalyst prediction with 721,799 reactions and 888 catalyst types from USPTO. The task is: Predict which catalyst facilitates the given reaction. Reactant: C(OC([N:8]1[CH2:14][CH2:13][CH2:12][N:11]([CH:15]2[CH2:18][CH2:17][CH2:16]2)[CH2:10][CH2:9]1)=O)(C)(C)C.[ClH:19]. Product: [ClH:19].[ClH:19].[CH:15]1([N:11]2[CH2:12][CH2:13][CH2:14][NH:8][CH2:9][CH2:10]2)[CH2:18][CH2:17][CH2:16]1. The catalyst class is: 169.